The task is: Regression. Given a peptide amino acid sequence and an MHC pseudo amino acid sequence, predict their binding affinity value. This is MHC class I binding data.. This data is from Peptide-MHC class I binding affinity with 185,985 pairs from IEDB/IMGT. (1) The peptide sequence is WQFAIHYSF. The MHC is HLA-B58:01 with pseudo-sequence HLA-B58:01. The binding affinity (normalized) is 0.0847. (2) The peptide sequence is FPSNMMVVT. The MHC is HLA-A80:01 with pseudo-sequence HLA-A80:01. The binding affinity (normalized) is 0.0847. (3) The peptide sequence is NHINVENSL. The MHC is Mamu-A07 with pseudo-sequence Mamu-A07. The binding affinity (normalized) is 0.497. (4) The peptide sequence is KLDDTGKKEL. The MHC is HLA-A02:01 with pseudo-sequence HLA-A02:01. The binding affinity (normalized) is 0.435.